This data is from TCR-epitope binding with 47,182 pairs between 192 epitopes and 23,139 TCRs. The task is: Binary Classification. Given a T-cell receptor sequence (or CDR3 region) and an epitope sequence, predict whether binding occurs between them. (1) The epitope is LLSAGIFGA. The TCR CDR3 sequence is CASSQDLLLAGLTDTQYF. Result: 0 (the TCR does not bind to the epitope). (2) The epitope is RLRAEAQVK. The TCR CDR3 sequence is CASTPGGPGYGYTF. Result: 1 (the TCR binds to the epitope). (3) The TCR CDR3 sequence is CASSPTRSYGYTF. The epitope is KLSYGIATV. Result: 1 (the TCR binds to the epitope). (4) The epitope is VLWAHGFEL. The TCR CDR3 sequence is CASSLDNTGELFF. Result: 0 (the TCR does not bind to the epitope). (5) The epitope is PKYVKQNTLKLAT. The TCR CDR3 sequence is CASRPSGGETEQFF. Result: 0 (the TCR does not bind to the epitope). (6) The epitope is EEHVQIHTI. The TCR CDR3 sequence is CATSLLVRDNEQFF. Result: 0 (the TCR does not bind to the epitope). (7) The epitope is LLWNGPMAV. The TCR CDR3 sequence is CASSETGQPQHF. Result: 1 (the TCR binds to the epitope).